From a dataset of Reaction yield outcomes from USPTO patents with 853,638 reactions. Predict the reaction yield, written as a fraction of the theoretical maximum amount of product (1.0 means a 100% yield; for example, 0.34 means a 34% yield). (1) The catalyst is C1COCC1. The yield is 0.510. The product is [C:15]([CH2:14][N:8]1[C:4](=[O:3])[CH2:5][CH2:6][C@H:7]1[C:9]([O:11][CH3:12])=[O:10])#[N:16]. The reactants are [H-].[Na+].[O:3]=[C:4]1[NH:8][C@H:7]([C:9]([O:11][CH3:12])=[O:10])[CH2:6][CH2:5]1.Br[CH2:14][C:15]#[N:16].OS(O)(=O)=O. (2) The reactants are [CH:1]1([N:7]([CH:19]2[CH2:24][CH2:23][CH2:22][CH2:21][CH2:20]2)[C:8]([NH:10][C:11]2[S:12][CH:13]=[C:14]([CH:16]=[N:17][OH:18])[N:15]=2)=[O:9])[CH2:6][CH2:5][CH2:4][CH2:3][CH2:2]1.[CH3:25][S:26](Cl)(=[O:28])=[O:27].CCN(C(C)C)C(C)C. The catalyst is C(Cl)Cl. The product is [CH:19]1([N:7]([CH:1]2[CH2:2][CH2:3][CH2:4][CH2:5][CH2:6]2)[C:8]([NH:10][C:11]2[S:12][CH:13]=[C:14]([C:16]([S:26]([CH3:25])(=[O:28])=[O:27])=[N:17][OH:18])[N:15]=2)=[O:9])[CH2:24][CH2:23][CH2:22][CH2:21][CH2:20]1. The yield is 0.300.